Dataset: Experimentally validated miRNA-target interactions with 360,000+ pairs, plus equal number of negative samples. Task: Binary Classification. Given a miRNA mature sequence and a target amino acid sequence, predict their likelihood of interaction. (1) The miRNA is mmu-miR-129b-5p with sequence GCUUUUUGGGGUAAGGGCUUCC. The protein sequence of the target gene is MTRSCSAVGCSTRDTVLSRERGLSFHQFPTDTIQRSKWIRAVNRVDPRSKKIWIPGPGAILCSKHFQESDFESYGIRRKLKKGAVPSVSLYKIPQGVHLKGKARQKILKQPLPDNSQEVATEDHNYSLKTPLTIGAEKLAEVQQMLQVSKKRLISVKNYRMIKKRKGLRLIDALVEEKLLSEETECLLRAQFSDFKWELYNWRETDEYSAEMKQFACTLYLCSSKVYDYVRKILKLPHSSILRTWLSKCQPSPGFNSNIFSFLQRRVENGDQLYQYCSLLIKSMPLKQQLQWDPSSHSLQ.... Result: 0 (no interaction). (2) The miRNA is hsa-miR-198 with sequence GGUCCAGAGGGGAGAUAGGUUC. The protein sequence of the target gene is MNRKARRCLGHLFLSLGMVYLRIGGFSSVVALGASIICNKIPGLAPRQRAICQSRPDAIIVIGEGSQMGLDECQFQFRNGRWNCSALGERTVFGKELKVGSREAAFTYAIIAAGVAHAITAACTQGNLSDCGCDKEKQGQYHRDEGWKWGGCSADIRYGIGFAKVFVDAREIKQNARTLMNLHNNEAGRKILEENMKLECKCHGVSGSCTTKTCWTTLPQFRELGYVLKDKYNEAVHVEPVRASRNKRPTFLKIKKPLSYRKPMDTDLVYIEKSPNYCEEDPVTGSVGTQGRACNKTAPQ.... Result: 0 (no interaction). (3) The miRNA is hsa-miR-3174 with sequence UAGUGAGUUAGAGAUGCAGAGCC. The protein sequence of the target gene is MAAAVAAPLAAGGEEAAATTSVPGSPGLPGRRSAERALEEAVATGTLNLSNRRLKHFPRGAARSYDLSDITQADLSRNRFPEVPEAACQLVSLEGLSLYHNCLRCLNPALGNLTALTYLNLSRNQLSLLPPYICQLPLRVLIVSNNKLGALPPDIGTLGSLRQLDVSSNELQSLPSELCGLSSLRDLNVRRNQLSTLPEELGDLPLVRLDFSCNRVSRIPVSFCRLRHLQVILLDSNPLQSPPAQVCLKGKLHIFKYLSTEAGQRGSALGDLAPSRPPSFSPCPAEDLFPGHRYDGGLDS.... Result: 0 (no interaction).